This data is from Reaction yield outcomes from USPTO patents with 853,638 reactions. The task is: Predict the reaction yield, written as a fraction of the theoretical maximum amount of product (1.0 means a 100% yield; for example, 0.34 means a 34% yield). (1) The reactants are [OH:1][CH:2]1[CH2:5][N:4]([C:6]2[S:7][CH:8]=[C:9]([C:11]([N:13]3[CH2:18][CH2:17][N:16]([CH3:19])[CH2:15][CH2:14]3)=[O:12])[N:10]=2)[CH2:3]1.[CH3:20][S:21](Cl)(=[O:23])=[O:22].C(N(CC)CC)C. The catalyst is C(Cl)Cl. The product is [CH3:20][S:21]([O:1][CH:2]1[CH2:3][N:4]([C:6]2[S:7][CH:8]=[C:9]([C:11]([N:13]3[CH2:18][CH2:17][N:16]([CH3:19])[CH2:15][CH2:14]3)=[O:12])[N:10]=2)[CH2:5]1)(=[O:23])=[O:22]. The yield is 1.00. (2) The reactants are [N:1]1[CH:2]=[CH:3][N:4]2[CH:9]=[CH:8][C:7]([C:10]([OH:12])=O)=[CH:6][C:5]=12.[CH2:13]1[C@H:22]2[C@H:17]([CH2:18][CH2:19][C:20]3[CH:26]=[CH:25][CH:24]=[CH:23][C:21]=32)[NH:16][CH2:15][CH2:14]1.F[P-](F)(F)(F)(F)F.N1(OC(N(C)C)=[N+](C)C)C2N=CC=CC=2N=N1. No catalyst specified. The product is [CH2:13]1[C@H:22]2[C@H:17]([CH2:18][CH2:19][C:20]3[CH:26]=[CH:25][CH:24]=[CH:23][C:21]=32)[N:16]([C:10]([C:7]2[CH:8]=[CH:9][N:4]3[CH:3]=[CH:2][N:1]=[C:5]3[CH:6]=2)=[O:12])[CH2:15][CH2:14]1. The yield is 0.950. (3) The reactants are [NH2:1][C:2]1[CH:7]=[CH:6][C:5]([OH:8])=[CH:4][CH:3]=1.[C:9]1(=O)[O:14][C:12](=[O:13])[C:11]2=[CH:15][CH:16]=[CH:17][CH:18]=[C:10]12. The catalyst is CCO. The product is [OH:8][C:5]1[CH:6]=[CH:7][C:2]([N:1]2[C:12](=[O:13])[C:11]3=[CH:15][CH:16]=[CH:17][CH:18]=[C:10]3[C:9]2=[O:14])=[CH:3][CH:4]=1. The yield is 0.700. (4) The reactants are [NH2:1][C:2]1[CH:7]=[CH:6][CH:5]=[CH:4][C:3]=1[NH:8][C:9](=[O:28])[C:10]1[CH:15]=[CH:14][C:13]([CH2:16][N:17]2[CH2:25][C:24]3[C:19](=[CH:20][CH:21]=[C:22](Br)[CH:23]=3)[C:18]2=[O:27])=[CH:12][CH:11]=1.[F:29][C:30]([F:41])([F:40])[C:31]1[CH:36]=[CH:35][C:34](B(O)O)=[CH:33][CH:32]=1. No catalyst specified. The product is [NH2:1][C:2]1[CH:7]=[CH:6][CH:5]=[CH:4][C:3]=1[NH:8][C:9](=[O:28])[C:10]1[CH:15]=[CH:14][C:13]([CH2:16][N:17]2[CH2:25][C:24]3[C:19](=[CH:20][CH:21]=[C:22]([C:34]4[CH:35]=[CH:36][C:31]([C:30]([F:41])([F:40])[F:29])=[CH:32][CH:33]=4)[CH:23]=3)[C:18]2=[O:27])=[CH:12][CH:11]=1. The yield is 0.470. (5) The reactants are [C:1](Cl)(=[O:6])[C:2]([CH3:5])([CH3:4])[CH3:3].[CH3:8][O:9][C:10]1[CH:16]=[CH:15][CH:14]=[CH:13][C:11]=1[NH2:12].C(N(CC)CC)C.O. The catalyst is O1CCOCC1. The product is [CH3:8][O:9][C:10]1[CH:16]=[CH:15][CH:14]=[CH:13][C:11]=1[NH:12][C:1](=[O:6])[C:2]([CH3:5])([CH3:4])[CH3:3]. The yield is 0.960. (6) The reactants are [NH2:1][C:2]1[CH:7]=[CH:6][CH:5]=[CH:4][C:3]=1[C:8]1[NH:9][C:10]2[C:15]([CH:16]=1)=[CH:14][CH:13]=[CH:12][CH:11]=2.[C:17](O)(=[O:26])[CH2:18][CH2:19][C:20]1[CH:25]=[CH:24][CH:23]=[CH:22][CH:21]=1. No catalyst specified. The product is [NH:9]1[C:10]2[C:15](=[CH:14][CH:13]=[CH:12][CH:11]=2)[CH:16]=[C:8]1[C:3]1[CH:4]=[CH:5][CH:6]=[CH:7][C:2]=1[NH:1][C:17](=[O:26])[CH2:18][CH2:19][C:20]1[CH:25]=[CH:24][CH:23]=[CH:22][CH:21]=1. The yield is 0.540.